From a dataset of Forward reaction prediction with 1.9M reactions from USPTO patents (1976-2016). Predict the product of the given reaction. (1) Given the reactants CON(C)[C:4]([C:6]1[N:7]=[CH:8][N:9]([C:11]2[CH:16]=[CH:15][CH:14]=[C:13]([C:17]3[C:18]([F:23])=[N:19][CH:20]=[CH:21][CH:22]=3)[CH:12]=2)[CH:10]=1)=[O:5].Br[C:26]1[N:31]=[CH:30][CH:29]=[CH:28][N:27]=1, predict the reaction product. The product is: [F:23][C:18]1[C:17]([C:13]2[CH:12]=[C:11]([N:9]3[CH:10]=[C:6]([C:4]([C:26]4[N:31]=[CH:30][CH:29]=[CH:28][N:27]=4)=[O:5])[N:7]=[CH:8]3)[CH:16]=[CH:15][CH:14]=2)=[CH:22][CH:21]=[CH:20][N:19]=1. (2) Given the reactants [Cl:1][C:2]1[C:15]([CH2:16][N:17]2[CH2:36][CH2:35][C:20]3([O:25][CH2:24][CH2:23][N:22]([C:26]([C:28]4[N:29]=[C:30]([CH2:33][CH3:34])[S:31][CH:32]=4)=[O:27])[CH2:21]3)[CH2:19][CH2:18]2)=[CH:14][CH:13]=[CH:12][C:3]=1[CH2:4][CH2:5][O:6][CH2:7][CH2:8][C:9]([OH:11])=O.CCN(C(C)C)C(C)C.[CH3:46][O:47][CH:48]([O:56][CH3:57])[CH2:49][NH:50][CH:51]1[CH2:55][CH2:54][CH2:53][CH2:52]1.CN(C(ON1N=NC2C=CC=NC1=2)=[N+](C)C)C.F[P-](F)(F)(F)(F)F, predict the reaction product. The product is: [Cl:1][C:2]1[C:15]([CH2:16][N:17]2[CH2:18][CH2:19][C:20]3([O:25][CH2:24][CH2:23][N:22]([C:26]([C:28]4[N:29]=[C:30]([CH2:33][CH3:34])[S:31][CH:32]=4)=[O:27])[CH2:21]3)[CH2:35][CH2:36]2)=[CH:14][CH:13]=[CH:12][C:3]=1[CH2:4][CH2:5][O:6][CH2:7][CH2:8][C:9]([N:50]([CH:51]1[CH2:55][CH2:54][CH2:53][CH2:52]1)[CH2:49][CH:48]([O:56][CH3:57])[O:47][CH3:46])=[O:11]. (3) Given the reactants [NH2:1][C:2]1[CH:3]=[C:4]2[C:8](=[CH:9][CH:10]=1)[C:7](=[O:11])[CH2:6][CH2:5]2.[CH:12](OCCCC)=O.C(N(CC)CC)C.O=P(Cl)(Cl)Cl, predict the reaction product. The product is: [N+:1]([C:2]1[CH:3]=[C:4]2[C:8](=[CH:9][CH:10]=1)[C:7](=[O:11])[CH2:6][CH2:5]2)#[C-:12].